This data is from Full USPTO retrosynthesis dataset with 1.9M reactions from patents (1976-2016). The task is: Predict the reactants needed to synthesize the given product. (1) Given the product [CH3:1][O:2][C:3]([C:5]1[CH:6]=[N:7][N:8]([C:11]([CH3:14])([CH3:13])[CH3:12])[C:9]=1[CH2:10][Br:15])=[O:4], predict the reactants needed to synthesize it. The reactants are: [CH3:1][O:2][C:3]([C:5]1[CH:6]=[N:7][N:8]([C:11]([CH3:14])([CH3:13])[CH3:12])[C:9]=1[CH3:10])=[O:4].[Br:15]N1C(=O)CCC1=O.[Al]. (2) Given the product [C:17]([O:21][C:22]([N:24]1[CH2:29][CH2:28][C:27]([C:33]2[CH:38]=[CH:37][CH:36]=[CH:35][CH:34]=2)([C:30]([O:32][CH2:7][C:6]2[N:5]([CH3:9])[N:4]([C:10]3[CH:15]=[CH:14][CH:13]=[CH:12][CH:11]=3)[C:3](=[O:16])[C:2]=2[Br:1])=[O:31])[CH2:26][CH2:25]1)=[O:23])([CH3:20])([CH3:18])[CH3:19], predict the reactants needed to synthesize it. The reactants are: [Br:1][C:2]1[C:3](=[O:16])[N:4]([C:10]2[CH:15]=[CH:14][CH:13]=[CH:12][CH:11]=2)[N:5]([CH3:9])[C:6]=1[CH2:7]Br.[C:17]([O:21][C:22]([N:24]1[CH2:29][CH2:28][C:27]([C:33]2[CH:38]=[CH:37][CH:36]=[CH:35][CH:34]=2)([C:30]([OH:32])=[O:31])[CH2:26][CH2:25]1)=[O:23])([CH3:20])([CH3:19])[CH3:18].C(N(C(C)C)CC)(C)C. (3) Given the product [CH3:8][O:7][C:5](=[O:6])[C:4]1[CH:9]=[CH:10][C:11]([O:12][CH3:13])=[C:2]([N:1]=[C:25]=[S:26])[CH:3]=1, predict the reactants needed to synthesize it. The reactants are: [NH2:1][C:2]1[CH:3]=[C:4]([CH:9]=[CH:10][C:11]=1[O:12][CH3:13])[C:5]([O:7][CH3:8])=[O:6].C(OC1C=CC=CC=1N=[C:25]=[S:26])(C)C. (4) Given the product [CH:1]([N:4]1[CH2:5][CH2:6][CH:7]([NH:10][C:11]([C:13]2[N:17]([CH2:18][C:19]3[CH:24]=[CH:23][CH:22]=[C:21]([O:25][CH3:26])[CH:20]=3)[C:16]3[CH:27]=[CH:28][CH:29]=[C:30]([C:31]([N:37]4[CH2:38][CH:35]([OH:34])[CH2:36]4)=[O:32])[C:15]=3[N:14]=2)=[O:12])[CH2:8][CH2:9]1)([CH3:3])[CH3:2], predict the reactants needed to synthesize it. The reactants are: [CH:1]([N:4]1[CH2:9][CH2:8][CH:7]([NH:10][C:11]([C:13]2[N:17]([CH2:18][C:19]3[CH:24]=[CH:23][CH:22]=[C:21]([O:25][CH3:26])[CH:20]=3)[C:16]3[CH:27]=[CH:28][CH:29]=[C:30]([C:31](O)=[O:32])[C:15]=3[N:14]=2)=[O:12])[CH2:6][CH2:5]1)([CH3:3])[CH3:2].[OH:34][CH:35]1[CH2:38][NH:37][CH2:36]1. (5) Given the product [CH:13]1([C:16]2[C:17]([C:18]([C:20]3[N:25]=[C:24]([C:26]([O:28][CH3:29])=[O:27])[CH:23]=[CH:22][CH:21]=3)=[O:19])=[C:49]3[CH:48]=[CH:47][C:46]([O:50][CH3:51])=[CH:45][N:44]3[N:43]=2)[CH2:15][CH2:14]1, predict the reactants needed to synthesize it. The reactants are: C(=O)([O-])[O-].[K+].[K+].O1CCOCC1.[CH:13]1([C:16]#[C:17][C:18]([C:20]2[N:25]=[C:24]([C:26]([O:28][CH3:29])=[O:27])[CH:23]=[CH:22][CH:21]=2)=[O:19])[CH2:15][CH2:14]1.CC1C=C(C)C=C(C)C=1S([O-])(=O)=O.[NH2:43][N+:44]1[CH:49]=[CH:48][CH:47]=[C:46]([O:50][CH3:51])[CH:45]=1.